From a dataset of Catalyst prediction with 721,799 reactions and 888 catalyst types from USPTO. Predict which catalyst facilitates the given reaction. (1) Reactant: [CH3:1][O:2][C:3]([C:5]1[S:6][C:7]([C:10](=[O:23])[NH:11][CH:12]([C:14]2[CH:19]=[CH:18][C:17]([N+:20]([O-])=O)=[CH:16][CH:15]=2)[CH3:13])=[CH:8][CH:9]=1)=[O:4].CO. Product: [CH3:1][O:2][C:3]([C:5]1[S:6][C:7]([C:10](=[O:23])[NH:11][CH:12]([C:14]2[CH:15]=[CH:16][C:17]([NH2:20])=[CH:18][CH:19]=2)[CH3:13])=[CH:8][CH:9]=1)=[O:4]. The catalyst class is: 354. (2) Reactant: [CH2:1]([O:8][C:9]([NH:11][C@@H:12]([CH2:16][CH2:17][CH2:18][CH2:19][NH:20][C:21]([O:23][C:24]([CH3:27])([CH3:26])[CH3:25])=[O:22])[C:13]([OH:15])=O)=[O:10])[C:2]1[CH:7]=[CH:6][CH:5]=[CH:4][CH:3]=1.CCN=C=NCCCN(C)C.Cl.C1C=CC2N(O)N=NC=2C=1.O[N:51]=[C:52]([NH2:65])[C:53]1[CH:58]=[C:57]([O:59][CH3:60])[C:56]([O:61][CH3:62])=[C:55]([O:63][CH3:64])[CH:54]=1. Product: [CH2:1]([O:8][C:9]([NH:11][C@H:12]([C:13]1[O:15][N:65]=[C:52]([C:53]2[CH:58]=[C:57]([O:59][CH3:60])[C:56]([O:61][CH3:62])=[C:55]([O:63][CH3:64])[CH:54]=2)[N:51]=1)[CH2:16][CH2:17][CH2:18][CH2:19][NH:20][C:21](=[O:22])[O:23][C:24]([CH3:27])([CH3:26])[CH3:25])=[O:10])[C:2]1[CH:3]=[CH:4][CH:5]=[CH:6][CH:7]=1. The catalyst class is: 18. (3) Reactant: Cl[C:2]1[CH:7]=[C:6]([CH2:8][CH3:9])[N:5]=[C:4]([C:10]2[CH:15]=[CH:14][CH:13]=[C:12]([Cl:16])[CH:11]=2)[N:3]=1.[O:17]=[C:18]1[NH:23][CH:22]=[C:21]([CH2:24][C:25]#[N:26])[CH:20]=[CH:19]1.C(=O)([O-])[O-].[K+].[K+]. Product: [Cl:16][C:12]1[CH:11]=[C:10]([C:4]2[N:3]=[C:2]([O:17][C:18]3[N:23]=[CH:22][C:21]([CH2:24][C:25]#[N:26])=[CH:20][CH:19]=3)[CH:7]=[C:6]([CH2:8][CH3:9])[N:5]=2)[CH:15]=[CH:14][CH:13]=1. The catalyst class is: 3. (4) Reactant: [F:1][C:2]([F:22])([F:21])[C:3]1[CH:8]=[CH:7][CH:6]=[CH:5][C:4]=1[C:9]1[NH:13][C:12]2[CH:14]=[CH:15][CH:16]=[C:17]([C:18]([OH:20])=O)[C:11]=2[N:10]=1.[S:23]1[CH:27]=[CH:26][N:25]=[C:24]1[NH2:28].CN(C(ON1N=NC2C=CC=NC1=2)=[N+](C)C)C.F[P-](F)(F)(F)(F)F.CCN(C(C)C)C(C)C. Product: [S:23]1[CH:27]=[CH:26][N:25]=[C:24]1[NH:28][C:18]([C:17]1[C:11]2[N:10]=[C:9]([C:4]3[CH:5]=[CH:6][CH:7]=[CH:8][C:3]=3[C:2]([F:1])([F:22])[F:21])[NH:13][C:12]=2[CH:14]=[CH:15][CH:16]=1)=[O:20]. The catalyst class is: 18. (5) Reactant: [NH:1]1[C:5]2[CH2:6][CH:7]3[CH2:9][CH:8]3[C:4]=2[C:3]([C:10](OCC)=O)=[N:2]1.FC(F)(F)S(OS(C(F)(F)F)(=O)=O)(=O)=O.[NH3:30]. Product: [NH:1]1[C:5]2[CH2:6][CH:7]3[CH2:9][CH:8]3[C:4]=2[C:3]([C:10]#[N:30])=[N:2]1. The catalyst class is: 25. (6) Reactant: [CH:1]([N:4]1[C:8]([C:9]2[N:10]=[C:11]3[C:17]4[CH:18]=[C:19]([CH:22]=C)[N:20]=[CH:21][C:16]=4[O:15][CH2:14][CH2:13][N:12]3[CH:24]=2)=[N:7][CH:6]=[N:5]1)([CH3:3])[CH3:2].[O:25]1CCCC1.O.I([O-])(=O)(=O)=O.[Na+]. Product: [CH:1]([N:4]1[C:8]([C:9]2[N:10]=[C:11]3[C:17]4[CH:18]=[C:19]([CH:22]=[O:25])[N:20]=[CH:21][C:16]=4[O:15][CH2:14][CH2:13][N:12]3[CH:24]=2)=[N:7][CH:6]=[N:5]1)([CH3:3])[CH3:2]. The catalyst class is: 771. (7) Reactant: Br[C:2]1[C:3]([NH:22][CH2:23][CH2:24][CH2:25][OH:26])=[N:4][CH:5]=[C:6]([CH:21]=1)[C:7]([NH:9][C:10]1[CH:15]=[CH:14][C:13]([O:16][C:17]([F:20])([F:19])[F:18])=[CH:12][CH:11]=1)=[O:8].[N:27]1[CH:32]=[CH:31][CH:30]=[C:29](B(O)O)[CH:28]=1.C([O-])([O-])=O.[Na+].[Na+].CCO. Product: [OH:26][CH2:25][CH2:24][CH2:23][NH:22][C:3]1[C:2]([C:29]2[CH:28]=[N:27][CH:32]=[CH:31][CH:30]=2)=[CH:21][C:6]([C:7]([NH:9][C:10]2[CH:15]=[CH:14][C:13]([O:16][C:17]([F:20])([F:19])[F:18])=[CH:12][CH:11]=2)=[O:8])=[CH:5][N:4]=1. The catalyst class is: 149. (8) Reactant: [BH4-].[Na+].[CH3:3][C:4]1[CH:13]=[CH:12][C:11]2[C:6](=[CH:7][CH:8]=[CH:9][C:10]=2[N:14]2[CH2:19][CH2:18][N:17]([CH2:20][C:21]([C:23]3[CH:24]=[C:25]([NH:29][C:30](=[O:32])[CH3:31])[CH:26]=[CH:27][CH:28]=3)=[O:22])[CH2:16][CH2:15]2)[N:5]=1. Product: [OH:22][CH:21]([C:23]1[CH:24]=[C:25]([NH:29][C:30](=[O:32])[CH3:31])[CH:26]=[CH:27][CH:28]=1)[CH2:20][N:17]1[CH2:18][CH2:19][N:14]([C:10]2[CH:9]=[CH:8][CH:7]=[C:6]3[C:11]=2[CH:12]=[CH:13][C:4]([CH3:3])=[N:5]3)[CH2:15][CH2:16]1. The catalyst class is: 2. (9) Reactant: [N:1]1[CH:6]=[CH:5][CH:4]=[CH:3][C:2]=1[S:7](Cl)(=[O:9])=[O:8].[C:11]([O:15][C:16](=[O:38])[NH:17][C@H:18]([C:26](=[O:37])[NH:27][C@H:28]1[CH2:34][CH2:33][C@@H:32]([CH3:35])[NH:31][CH2:30][C@@H:29]1[OH:36])[CH2:19][CH:20]1[CH2:25][CH2:24][CH2:23][CH2:22][CH2:21]1)([CH3:14])([CH3:13])[CH3:12].C(N(CC)CC)C. Product: [C:11]([O:15][C:16](=[O:38])[NH:17][C@H:18]([C:26](=[O:37])[NH:27][C@H:28]1[CH2:34][CH2:33][C@@H:32]([CH3:35])[N:31]([S:7]([C:2]2[CH:3]=[CH:4][CH:5]=[CH:6][N:1]=2)(=[O:9])=[O:8])[CH2:30][C@@H:29]1[OH:36])[CH2:19][CH:20]1[CH2:21][CH2:22][CH2:23][CH2:24][CH2:25]1)([CH3:12])([CH3:13])[CH3:14]. The catalyst class is: 91.